Predict the reactants needed to synthesize the given product. From a dataset of Full USPTO retrosynthesis dataset with 1.9M reactions from patents (1976-2016). (1) Given the product [CH2:12]([N:1]1[C:9]2[C:4](=[CH:5][CH:6]=[CH:7][CH:8]=2)[CH:3]=[CH:2]1)[CH2:13][CH2:14][CH2:15][CH2:16][CH2:17][CH2:18][CH3:19], predict the reactants needed to synthesize it. The reactants are: [NH:1]1[C:9]2[C:4](=[CH:5][CH:6]=[CH:7][CH:8]=2)[CH:3]=[CH:2]1.[H-].[Na+].[CH2:12](Br)[CH2:13][CH2:14][CH2:15][CH2:16][CH2:17][CH2:18][CH3:19].O. (2) Given the product [Br:1][C:2]1[CH:11]=[C:10]2[C:5]([CH:6]=[C:7]([C:12]([OH:14])=[O:13])[CH:8]=[N:9]2)=[CH:4][C:3]=1[O:17][CH3:18], predict the reactants needed to synthesize it. The reactants are: [Br:1][C:2]1[CH:11]=[C:10]2[C:5]([CH:6]=[C:7]([C:12]([O:14]CC)=[O:13])[CH:8]=[N:9]2)=[CH:4][C:3]=1[O:17][CH3:18].[OH-].[Li+]. (3) The reactants are: [CH:1]1[C:13]2[CH:12]([CH2:14][O:15][C:16]([NH:18][C@@H:19]([CH2:31][C:32]3[CH:37]=[CH:36][CH:35]=[CH:34][CH:33]=3)[C:20]([NH:22][C@@H:23]([CH2:27][CH2:28][CH2:29][CH3:30])[C:24](O)=[O:25])=[O:21])=[O:17])[C:11]3[C:6](=[CH:7][CH:8]=[CH:9][CH:10]=3)[C:5]=2[CH:4]=[CH:3][CH:2]=1.[NH2:38][C:39]1[CH:44]=[CH:43][C:42]([CH2:45][OH:46])=[CH:41][CH:40]=1.C(OC1C=CC2C(=CC=CC=2)N1C(OCC)=O)C. Given the product [CH:1]1[C:13]2[CH:12]([CH2:14][O:15][C:16](=[O:17])[NH:18][C@H:19]([C:20](=[O:21])[NH:22][C@H:23]([C:24](=[O:25])[NH:38][C:39]3[CH:44]=[CH:43][C:42]([CH2:45][OH:46])=[CH:41][CH:40]=3)[CH2:27][CH2:28][CH2:29][CH3:30])[CH2:31][C:32]3[CH:33]=[CH:34][CH:35]=[CH:36][CH:37]=3)[C:11]3[C:6](=[CH:7][CH:8]=[CH:9][CH:10]=3)[C:5]=2[CH:4]=[CH:3][CH:2]=1, predict the reactants needed to synthesize it. (4) Given the product [CH3:9][O:8][C:7]1[CH:6]=[CH:5][C:4]([C:10](=[O:13])[CH2:11][CH3:12])=[CH:3][C:2]=1[O:1][CH2:19][C:18]([O:17][CH2:16][CH3:15])=[O:20], predict the reactants needed to synthesize it. The reactants are: [OH:1][C:2]1[CH:3]=[C:4]([C:10](=[O:13])[CH2:11][CH3:12])[CH:5]=[CH:6][C:7]=1[O:8][CH3:9].Br[CH2:15][CH2:16][O:17][C:18](=[O:20])[CH3:19].C([O-])([O-])=O.[K+].[K+]. (5) Given the product [F:15][C:10]1[CH:9]=[C:8]([CH2:7][C@@H:6]([C:16]2[C:21]([C:22]3[CH:23]=[CH:24][C:25]([F:31])=[C:26]([CH:30]=3)[C:27]([NH2:29])=[O:28])=[CH:20][CH:19]=[CH:18][N:17]=2)[NH:5][C:3](=[O:4])[CH2:2][N:32]2[C:40]3[CH2:39][CH2:38][CH2:37][CH2:36][C:35]=3[CH:34]=[N:33]2)[CH:13]=[C:12]([F:14])[CH:11]=1, predict the reactants needed to synthesize it. The reactants are: Cl[CH2:2][C:3]([NH:5][C@H:6]([C:16]1[C:21]([C:22]2[CH:23]=[CH:24][C:25]([F:31])=[C:26]([CH:30]=2)[C:27]([NH2:29])=[O:28])=[CH:20][CH:19]=[CH:18][N:17]=1)[CH2:7][C:8]1[CH:13]=[C:12]([F:14])[CH:11]=[C:10]([F:15])[CH:9]=1)=[O:4].[NH:32]1[C:40]2[CH2:39][CH2:38][CH2:37][CH2:36][C:35]=2[CH:34]=[N:33]1. (6) Given the product [CH2:1]([C@H:8]1[N:13]([C:14]([C:16]2[N:17]=[CH:18][N:19]([CH:27]3[CH2:32][CH2:31][CH2:30][CH2:29][C:28]3([OH:33])[CH2:34][CH2:35][C:36]3[NH:51][N:50]=[N:49][N:37]=3)[C:20]=2[C:21]2[CH:26]=[CH:25][CH:24]=[CH:23][CH:22]=2)=[O:15])[CH2:12][CH2:11][N:10]([C:38]([O:40][C:41]([CH3:44])([CH3:43])[CH3:42])=[O:39])[CH2:9]1)[C:2]1[CH:7]=[CH:6][CH:5]=[CH:4][CH:3]=1, predict the reactants needed to synthesize it. The reactants are: [CH2:1]([C@H:8]1[N:13]([C:14]([C:16]2[N:17]=[CH:18][N:19]([CH:27]3[CH2:32][CH2:31][CH2:30][CH2:29][C:28]3([CH2:34][CH2:35][C:36]#[N:37])[OH:33])[C:20]=2[C:21]2[CH:26]=[CH:25][CH:24]=[CH:23][CH:22]=2)=[O:15])[CH2:12][CH2:11][N:10]([C:38]([O:40][C:41]([CH3:44])([CH3:43])[CH3:42])=[O:39])[CH2:9]1)[C:2]1[CH:7]=[CH:6][CH:5]=[CH:4][CH:3]=1.C[Si]([N:49]=[N+:50]=[N-:51])(C)C.C([Sn](CCCC)=O)CCC.